Predict the reactants needed to synthesize the given product. From a dataset of Full USPTO retrosynthesis dataset with 1.9M reactions from patents (1976-2016). (1) The reactants are: [CH2:1]([N:5]([CH2:35][CH2:36][CH2:37][CH3:38])[C:6]([C:8]1[N:9]=[C:10]([C:13]2[CH:22]=[CH:21][C:16]([C:17]([O:19][CH3:20])=[O:18])=[CH:15][C:14]=2[C:23]([N:25]2[CH2:34][CH2:33][C:32]3[C:27](=[CH:28][CH:29]=[CH:30][CH:31]=3)[CH2:26]2)=[O:24])[NH:11][CH:12]=1)=[O:7])[CH2:2][CH2:3][CH3:4].C([O-])([O-])=O.[K+].[K+].Br[CH2:46][CH2:47][CH2:48][OH:49]. Given the product [CH2:35]([N:5]([CH2:1][CH2:2][CH2:3][CH3:4])[C:6]([C:8]1[N:9]=[C:10]([C:13]2[CH:22]=[CH:21][C:16]([C:17]([O:19][CH3:20])=[O:18])=[CH:15][C:14]=2[C:23]([N:25]2[CH2:34][CH2:33][C:32]3[C:27](=[CH:28][CH:29]=[CH:30][CH:31]=3)[CH2:26]2)=[O:24])[N:11]([CH2:46][CH2:47][CH2:48][OH:49])[CH:12]=1)=[O:7])[CH2:36][CH2:37][CH3:38], predict the reactants needed to synthesize it. (2) Given the product [F:9][C:10]1[CH:15]=[CH:14][C:13]([C:2]2[C:3]([NH2:8])=[CH:4][N:5]=[N:6][CH:7]=2)=[C:12]([O:19][CH3:20])[CH:11]=1, predict the reactants needed to synthesize it. The reactants are: Cl[C:2]1[C:3]([NH2:8])=[CH:4][N:5]=[N:6][CH:7]=1.[F:9][C:10]1[CH:15]=[CH:14][C:13](B(O)O)=[C:12]([O:19][CH3:20])[CH:11]=1. (3) Given the product [C:12]([C:11]1[C:10]([F:9])=[C:17]([CH:16]=[CH:15][C:14]=1[O:18][CH3:19])[C:20]([OH:22])=[O:21])#[N:13], predict the reactants needed to synthesize it. The reactants are: C([N-]C(C)C)(C)C.[Li+].[F:9][C:10]1[CH:17]=[CH:16][CH:15]=[C:14]([O:18][CH3:19])[C:11]=1[C:12]#[N:13].[C:20](=[O:22])=[O:21]. (4) Given the product [NH2:31][C:25]1[C:24]([F:23])=[CH:29][N:28]([C:19]2[CH:20]=[CH:21][C:16]([N:14]3[CH:15]=[C:11]([CH2:10][NH:9][C:7]([C:5]4[S:6][C:2]([Cl:1])=[CH:3][CH:4]=4)=[O:8])[N:12]=[CH:13]3)=[CH:17][CH:18]=2)[C:27](=[O:30])[N:26]=1, predict the reactants needed to synthesize it. The reactants are: [Cl:1][C:2]1[S:6][C:5]([C:7]([NH:9][CH2:10][C:11]2[N:12]=[CH:13][N:14]([C:16]3[CH:21]=[CH:20][C:19](I)=[CH:18][CH:17]=3)[CH:15]=2)=[O:8])=[CH:4][CH:3]=1.[F:23][C:24]1[C:25]([NH2:31])=[N:26][C:27](=[O:30])[NH:28][CH:29]=1.OC1C=CC=C2C=1N=CC=C2.C([O-])([O-])=O.[K+].[K+]. (5) Given the product [CH3:13][O:12][CH:10]([C:9](=[O:8])[CH2:14][C:16](=[O:19])[CH2:17][CH3:18])[CH3:1], predict the reactants needed to synthesize it. The reactants are: [CH3:1]C(C)([O-])C.[K+].C[O:8][CH:9]([CH3:14])[C:10]([O:12][CH3:13])=O.C[C:16](=[O:19])[CH2:17][CH3:18].O. (6) Given the product [Cl:1][C:2]1[CH:8]=[C:7]([CH:12]2[CH2:14][CH2:13]2)[C:6]([CH3:10])=[C:5]([F:11])[C:3]=1[NH2:4], predict the reactants needed to synthesize it. The reactants are: [Cl:1][C:2]1[CH:8]=[C:7](Br)[C:6]([CH3:10])=[C:5]([F:11])[C:3]=1[NH2:4].[CH:12]1(B(O)O)[CH2:14][CH2:13]1.P([O-])([O-])([O-])=O.[K+].[K+].[K+].C1(P(C2CCCCC2)C2CCCCC2)CCCCC1. (7) Given the product [CH3:1][O:2][C:3](=[O:12])[C:4]1[CH:9]=[CH:8][C:7]([NH:10][C:17]2[S:18][CH2:14][CH2:15][N:16]=2)=[CH:6][C:5]=1[Cl:11], predict the reactants needed to synthesize it. The reactants are: [CH3:1][O:2][C:3](=[O:12])[C:4]1[CH:9]=[CH:8][C:7]([NH2:10])=[CH:6][C:5]=1[Cl:11].Cl[CH2:14][CH2:15][N:16]=[C:17]=[S:18].